Dataset: NCI-60 drug combinations with 297,098 pairs across 59 cell lines. Task: Regression. Given two drug SMILES strings and cell line genomic features, predict the synergy score measuring deviation from expected non-interaction effect. (1) Drug 1: CC1C(C(CC(O1)OC2CC(CC3=C2C(=C4C(=C3O)C(=O)C5=C(C4=O)C(=CC=C5)OC)O)(C(=O)CO)O)N)O.Cl. Drug 2: C1CC(=O)NC(=O)C1N2C(=O)C3=CC=CC=C3C2=O. Cell line: IGROV1. Synergy scores: CSS=-0.454, Synergy_ZIP=1.40, Synergy_Bliss=3.47, Synergy_Loewe=0.162, Synergy_HSA=0.689. (2) Drug 1: C1C(C(OC1N2C=C(C(=O)NC2=O)F)CO)O. Drug 2: C1=NC2=C(N=C(N=C2N1C3C(C(C(O3)CO)O)F)Cl)N. Cell line: HCT-15. Synergy scores: CSS=-0.944, Synergy_ZIP=0.602, Synergy_Bliss=5.19, Synergy_Loewe=-1.87, Synergy_HSA=1.20. (3) Drug 1: CC1=C(C(CCC1)(C)C)C=CC(=CC=CC(=CC(=O)O)C)C. Drug 2: CCN(CC)CCNC(=O)C1=C(NC(=C1C)C=C2C3=C(C=CC(=C3)F)NC2=O)C. Cell line: NCI-H522. Synergy scores: CSS=-2.91, Synergy_ZIP=2.75, Synergy_Bliss=1.78, Synergy_Loewe=-3.02, Synergy_HSA=-3.58. (4) Drug 1: CC1=C(C=C(C=C1)C(=O)NC2=CC(=CC(=C2)C(F)(F)F)N3C=C(N=C3)C)NC4=NC=CC(=N4)C5=CN=CC=C5. Drug 2: COC1=NC(=NC2=C1N=CN2C3C(C(C(O3)CO)O)O)N. Cell line: RPMI-8226. Synergy scores: CSS=-4.12, Synergy_ZIP=0.363, Synergy_Bliss=-1.94, Synergy_Loewe=-2.47, Synergy_HSA=-5.32.